From a dataset of Catalyst prediction with 721,799 reactions and 888 catalyst types from USPTO. Predict which catalyst facilitates the given reaction. (1) Reactant: [CH2:1]([O:17][C:18](=[O:28])[CH:19]=[CH:20][C:21]1[CH:26]=[CH:25][C:24]([OH:27])=[CH:23][CH:22]=1)[CH2:2][CH2:3][CH2:4][CH2:5][CH2:6][CH2:7][CH2:8][CH2:9][CH2:10][CH2:11][CH2:12][CH2:13][CH2:14][CH2:15][CH3:16].Cl[CH2:30][CH2:31][CH2:32][CH2:33][CH2:34][CH2:35][OH:36].C(=O)([O-])[O-].[K+].[K+].[I-].[K+]. Product: [CH2:1]([O:17][C:18](=[O:28])[CH:19]=[CH:20][C:21]1[CH:26]=[CH:25][C:24]([O:27][CH2:30][CH2:31][CH2:32][CH2:33][CH2:34][CH2:35][OH:36])=[CH:23][CH:22]=1)[CH2:2][CH2:3][CH2:4][CH2:5][CH2:6][CH2:7][CH2:8][CH2:9][CH2:10][CH2:11][CH2:12][CH2:13][CH2:14][CH2:15][CH3:16]. The catalyst class is: 179. (2) Reactant: [CH3:1][O:2][C:3]1[CH:16]=[CH:15][C:6]([CH2:7][S:8][CH2:9][CH2:10][O:11][CH2:12][CH2:13][OH:14])=[CH:5][CH:4]=1.N1C=CC=CC=1.[C:23]1([CH3:33])[CH:28]=[CH:27][C:26]([S:29](Cl)(=[O:31])=[O:30])=[CH:25][CH:24]=1.O. Product: [S:29]([C:26]1[CH:27]=[CH:28][C:23]([CH3:33])=[CH:24][CH:25]=1)([O:14][CH2:13][CH2:12][O:11][CH2:10][CH2:9][S:8][CH2:7][C:6]1[CH:5]=[CH:4][C:3]([O:2][CH3:1])=[CH:16][CH:15]=1)(=[O:31])=[O:30]. The catalyst class is: 4.